Dataset: Full USPTO retrosynthesis dataset with 1.9M reactions from patents (1976-2016). Task: Predict the reactants needed to synthesize the given product. (1) Given the product [Cl:1][C:2]1[CH:3]=[CH:4][C:5]([NH:8][C:9]([C:11]2[C:12]([NH:19][C:20]([C:22]3[CH:27]=[CH:26][C:25]([C:28]#[N:29])=[CH:24][CH:23]=3)=[O:21])=[CH:13][CH:14]=[C:15]([OH:17])[CH:16]=2)=[O:10])=[N:6][CH:7]=1, predict the reactants needed to synthesize it. The reactants are: [Cl:1][C:2]1[CH:3]=[CH:4][C:5]([NH:8][C:9]([C:11]2[CH:16]=[C:15]([O:17]C)[CH:14]=[CH:13][C:12]=2[NH:19][C:20]([C:22]2[CH:27]=[CH:26][C:25]([C:28]#[N:29])=[CH:24][CH:23]=2)=[O:21])=[O:10])=[N:6][CH:7]=1.B(Br)(Br)Br. (2) Given the product [CH2:11]1[CH:10]2[CH2:9][NH:8][CH2:15][CH:14]2[CH2:13][N:12]1[C:16]1[CH:17]=[N:18][C:19]([O:25][C:26]2[CH:27]=[CH:28][C:29]([O:32][C:33]3[CH:34]=[CH:35][CH:36]=[CH:37][CH:38]=3)=[CH:30][CH:31]=2)=[C:20]([CH:21]=1)[C:22]([NH2:23])=[O:24], predict the reactants needed to synthesize it. The reactants are: C(OC([N:8]1[CH2:15][CH:14]2[CH:10]([CH2:11][N:12]([C:16]3[CH:17]=[N:18][C:19]([O:25][C:26]4[CH:31]=[CH:30][C:29]([O:32][C:33]5[CH:38]=[CH:37][CH:36]=[CH:35][CH:34]=5)=[CH:28][CH:27]=4)=[C:20]([C:22](=[O:24])[NH2:23])[CH:21]=3)[CH2:13]2)[CH2:9]1)=O)(C)(C)C.Cl. (3) Given the product [NH2:19][C:16]1[CH:17]=[N:18][C:13]([NH:12][C:9]2[CH:10]=[CH:11][C:6]([S:3]([N:2]([CH3:1])[CH2:22][CH2:23][N:24]3[CH2:28][CH2:27][CH2:26][CH2:25]3)(=[O:5])=[O:4])=[CH:7][CH:8]=2)=[N:14][CH:15]=1, predict the reactants needed to synthesize it. The reactants are: [CH3:1][N:2]([CH2:22][CH2:23][N:24]1[CH2:28][CH2:27][CH2:26][CH2:25]1)[S:3]([C:6]1[CH:11]=[CH:10][C:9]([NH:12][C:13]2[N:18]=[CH:17][C:16]([N+:19]([O-])=O)=[CH:15][N:14]=2)=[CH:8][CH:7]=1)(=[O:5])=[O:4]. (4) The reactants are: C(N(CC)C(Cl)=O)C.[CH2:9]([N:11]([C:14]([N:16]=[C:17]=[S:18])=[O:15])[CH2:12][CH3:13])[CH3:10].[Cl:19][C:20]1[CH:21]=[C:22]([CH:24]=[CH:25][C:26]=1[O:27][C:28]1[C:37]2[C:32](=[CH:33][C:34]([O:40][CH3:41])=[C:35]([O:38][CH3:39])[CH:36]=2)[N:31]=[CH:30][CH:29]=1)[NH2:23].C1(C)C=CC=CC=1. Given the product [CH2:9]([N:11]([C:14]([N:16]=[C:17]=[S:18])=[O:15])[CH2:12][CH3:13])[CH3:10].[Cl:19][C:20]1[CH:21]=[C:22]([NH:23][C:17]([NH:16][C:14]([N:11]([CH2:12][CH3:13])[CH2:9][CH3:10])=[O:15])=[S:18])[CH:24]=[CH:25][C:26]=1[O:27][C:28]1[C:37]2[C:32](=[CH:33][C:34]([O:40][CH3:41])=[C:35]([O:38][CH3:39])[CH:36]=2)[N:31]=[CH:30][CH:29]=1, predict the reactants needed to synthesize it. (5) Given the product [NH:25]1[C:21]2=[N:22][CH:23]=[CH:24][C:19]([C:16]3[CH:17]=[C:18]4[C:13]([CH:12]=[N:11][NH:10]4)=[C:14]([NH:37][C:38]([C:40]4[O:41][CH:42]=[CH:43][CH:44]=4)=[O:39])[CH:15]=3)=[C:20]2[CH:27]=[CH:26]1, predict the reactants needed to synthesize it. The reactants are: C1(S([N:10]2[C:18]3[C:13](=[C:14]([NH:37][C:38]([C:40]4[O:41][CH:42]=[CH:43][CH:44]=4)=[O:39])[CH:15]=[C:16]([C:19]4[CH:24]=[CH:23][N:22]=[C:21]5[N:25](S(C6C=CC=CC=6)(=O)=O)[CH:26]=[CH:27][C:20]=45)[CH:17]=3)[CH:12]=[N:11]2)(=O)=O)C=CC=CC=1.[OH-].[Na+].Cl. (6) The reactants are: C[O:2][C:3](=O)[C:4]1[CH:9]=[CH:8][C:7]([C:10]2[O:11][C:12]([C:15]([S:30]([C:33]3[CH:38]=[CH:37][CH:36]=[C:35]([Br:39])[CH:34]=3)(=[O:32])=[O:31])([CH:17]3[CH2:29][C:20]4[NH:21][C:22]5[CH:23]=[CH:24][C:25]([Cl:28])=[CH:26][C:27]=5[C:19]=4[CH2:18]3)[F:16])=[N:13][N:14]=2)=[CH:6][CH:5]=1.[H-].[Al+3].[Li+].[H-].[H-].[H-].O. Given the product [Br:39][C:35]1[CH:34]=[C:33]([S:30]([C:15]([CH:17]2[CH2:29][C:20]3[NH:21][C:22]4[CH:23]=[CH:24][C:25]([Cl:28])=[CH:26][C:27]=4[C:19]=3[CH2:18]2)([F:16])[C:12]2[O:11][C:10]([C:7]3[CH:6]=[CH:5][C:4]([CH2:3][OH:2])=[CH:9][CH:8]=3)=[N:14][N:13]=2)(=[O:32])=[O:31])[CH:38]=[CH:37][CH:36]=1, predict the reactants needed to synthesize it. (7) Given the product [C:1]([O:4][CH2:5][C:6]([CH3:46])([CH3:45])[CH2:7][N:8]1[C:14]2[CH:15]=[CH:16][C:17]([Cl:19])=[CH:18][C:13]=2[C@@H:12]([C:20]2[CH:25]=[CH:24][CH:23]=[C:22]([O:26][CH3:27])[C:21]=2[O:28][CH3:29])[O:11][C@H:10]([CH2:30][C:31]2[S:56][C:35]([CH2:36][CH2:37][C:38]([O:40][CH2:41][CH3:42])=[O:39])=[N:34][N:33]=2)[C:9]1=[O:44])(=[O:3])[CH3:2], predict the reactants needed to synthesize it. The reactants are: [C:1]([O:4][CH2:5][C:6]([CH3:46])([CH3:45])[CH2:7][N:8]1[C:14]2[CH:15]=[CH:16][C:17]([Cl:19])=[CH:18][C:13]=2[C@@H:12]([C:20]2[CH:25]=[CH:24][CH:23]=[C:22]([O:26][CH3:27])[C:21]=2[O:28][CH3:29])[O:11][C@H:10]([CH2:30][C:31]([NH:33][NH:34][C:35](=O)[CH2:36][CH2:37][C:38]([O:40][CH2:41][CH3:42])=[O:39])=O)[C:9]1=[O:44])(=[O:3])[CH3:2].COC1C=CC(P2(SP(C3C=CC(OC)=CC=3)(=S)S2)=[S:56])=CC=1.O.